This data is from NCI-60 drug combinations with 297,098 pairs across 59 cell lines. The task is: Regression. Given two drug SMILES strings and cell line genomic features, predict the synergy score measuring deviation from expected non-interaction effect. (1) Drug 1: CN(C)N=NC1=C(NC=N1)C(=O)N. Drug 2: C1=NC2=C(N=C(N=C2N1C3C(C(C(O3)CO)O)F)Cl)N. Cell line: KM12. Synergy scores: CSS=4.52, Synergy_ZIP=-13.8, Synergy_Bliss=-16.1, Synergy_Loewe=-13.0, Synergy_HSA=-11.9. (2) Drug 2: C1C(C(OC1N2C=NC3=C(N=C(N=C32)Cl)N)CO)O. Synergy scores: CSS=23.8, Synergy_ZIP=3.39, Synergy_Bliss=10.2, Synergy_Loewe=8.28, Synergy_HSA=9.60. Drug 1: C1=CC(=CC=C1CC(C(=O)O)N)N(CCCl)CCCl.Cl. Cell line: IGROV1. (3) Drug 1: B(C(CC(C)C)NC(=O)C(CC1=CC=CC=C1)NC(=O)C2=NC=CN=C2)(O)O. Drug 2: CC1C(C(CC(O1)OC2CC(CC3=C2C(=C4C(=C3O)C(=O)C5=C(C4=O)C(=CC=C5)OC)O)(C(=O)CO)O)N)O.Cl. Cell line: OVCAR-8. Synergy scores: CSS=43.9, Synergy_ZIP=-3.12, Synergy_Bliss=-3.89, Synergy_Loewe=1.56, Synergy_HSA=3.12. (4) Drug 1: C1CCC(CC1)NC(=O)N(CCCl)N=O. Drug 2: CN(C)C1=NC(=NC(=N1)N(C)C)N(C)C. Cell line: HCT-15. Synergy scores: CSS=24.2, Synergy_ZIP=-6.31, Synergy_Bliss=2.72, Synergy_Loewe=-10.0, Synergy_HSA=-0.206. (5) Drug 1: C1=NC2=C(N1)C(=S)N=C(N2)N. Drug 2: CC(C)NC(=O)C1=CC=C(C=C1)CNNC.Cl. Cell line: M14. Synergy scores: CSS=35.9, Synergy_ZIP=2.47, Synergy_Bliss=1.11, Synergy_Loewe=-25.7, Synergy_HSA=-2.65.